Dataset: Forward reaction prediction with 1.9M reactions from USPTO patents (1976-2016). Task: Predict the product of the given reaction. (1) Given the reactants Cl[C:2]1[CH:20]=[CH:19][C:5]([C:6]([NH:8][C:9]2[CH:10]=[CH:11][C:12]3[N:13]([CH:15]=[C:16]([CH3:18])[N:17]=3)[CH:14]=2)=[O:7])=[CH:4][N:3]=1.C(O)C.CC1(C)C(C)(C)OB([C:32]2[CH2:37][CH2:36][N:35]([C:38]([O:40][C:41]([CH3:44])([CH3:43])[CH3:42])=[O:39])[CH2:34][CH:33]=2)O1.C([O-])([O-])=O.[K+].[K+], predict the reaction product. The product is: [CH3:18][C:16]1[N:17]=[C:12]2[CH:11]=[CH:10][C:9]([NH:8][C:6]([C:5]3[CH:19]=[CH:20][C:2]([C:32]4[CH2:37][CH2:36][N:35]([C:38]([O:40][C:41]([CH3:44])([CH3:43])[CH3:42])=[O:39])[CH2:34][CH:33]=4)=[N:3][CH:4]=3)=[O:7])=[CH:14][N:13]2[CH:15]=1. (2) Given the reactants [H-].C([Al+]CC(C)C)C(C)C.C1(C)C=CC=CC=1.C[O:19][C:20](=O)[CH2:21][C@H:22]1[CH2:26][O:25][C:24]([CH3:28])([CH3:27])[N:23]1[C:29]([O:31][C:32]([CH3:35])([CH3:34])[CH3:33])=[O:30].C(C(C(C([O-])=O)O)O)([O-])=O.[Na+].[K+].C(OCC)(=O)C, predict the reaction product. The product is: [OH:19][CH2:20][CH2:21][C@H:22]1[CH2:26][O:25][C:24]([CH3:28])([CH3:27])[N:23]1[C:29]([O:31][C:32]([CH3:35])([CH3:34])[CH3:33])=[O:30].